Dataset: Forward reaction prediction with 1.9M reactions from USPTO patents (1976-2016). Task: Predict the product of the given reaction. Given the reactants ClC1C=CC([C@@H]2CCN(C(OC(C)(C)C)=O)C[C@H]2C(OC)=O)=CC=1.[Cl:25][C:26]1[CH:31]=[CH:30][C:29]([N:32]2[CH2:37][CH2:36][N:35]([C:38]([O:40][C:41]([CH3:44])([CH3:43])[CH3:42])=[O:39])[CH2:34][CH:33]2[C:45](OC)=[O:46])=[CH:28][CH:27]=1, predict the reaction product. The product is: [Cl:25][C:26]1[CH:27]=[CH:28][C:29]([N:32]2[CH2:37][CH2:36][N:35]([C:38]([O:40][C:41]([CH3:42])([CH3:43])[CH3:44])=[O:39])[CH2:34][CH:33]2[CH2:45][OH:46])=[CH:30][CH:31]=1.